This data is from Forward reaction prediction with 1.9M reactions from USPTO patents (1976-2016). The task is: Predict the product of the given reaction. (1) Given the reactants [H-].[Na+].[C:3]1([CH2:9][CH2:10][CH2:11][CH2:12][OH:13])[CH:8]=[CH:7][CH:6]=[CH:5][CH:4]=1.Br[CH2:15][CH2:16][CH2:17][CH2:18][CH2:19][C:20]#[N:21].O, predict the reaction product. The product is: [C:3]1([CH2:9][CH2:10][CH2:11][CH2:12][O:13][CH2:15][CH2:16][CH2:17][CH2:18][CH2:19][C:20]#[N:21])[CH:8]=[CH:7][CH:6]=[CH:5][CH:4]=1. (2) Given the reactants [NH2:1][C:2]1[CH:6]=[C:5]([Cl:7])[N:4]([C:8]2[CH:13]=[CH:12][C:11]([C:14]3[CH:19]=[CH:18][CH:17]=[C:16]([O:20][CH3:21])[C:15]=3[OH:22])=[CH:10][CH:9]=2)[C:3]=1[C:23]([O:25][CH2:26][CH3:27])=[O:24].[N:28]([C:31]1[CH:36]=[CH:35][CH:34]=[CH:33][CH:32]=1)=[C:29]=[O:30], predict the reaction product. The product is: [Cl:7][C:5]1[N:4]([C:8]2[CH:13]=[CH:12][C:11]([C:14]3[CH:19]=[CH:18][CH:17]=[C:16]([O:20][CH3:21])[C:15]=3[OH:22])=[CH:10][CH:9]=2)[C:3]([C:23]([O:25][CH2:26][CH3:27])=[O:24])=[C:2]([NH:1][C:29]([NH:28][C:31]2[CH:36]=[CH:35][CH:34]=[CH:33][CH:32]=2)=[O:30])[CH:6]=1. (3) Given the reactants [F:1][C:2]1[CH:7]=[C:6]([N+:8]([O-])=O)[CH:5]=[CH:4][C:3]=1[N:11]1[CH:15]=[C:14]([CH2:16][NH:17][C:18]([C:20]2[S:21][C:22]([Cl:25])=[CH:23][CH:24]=2)=[O:19])[N:13]=[CH:12]1.[H][H], predict the reaction product. The product is: [F:1][C:2]1[CH:7]=[C:6]([CH:5]=[CH:4][C:3]=1[N:11]1[CH:15]=[C:14]([CH2:16][NH:17][C:18]([C:20]2[S:21][C:22]([Cl:25])=[CH:23][CH:24]=2)=[O:19])[N:13]=[CH:12]1)[NH2:8].